From a dataset of Peptide-MHC class I binding affinity with 185,985 pairs from IEDB/IMGT. Regression. Given a peptide amino acid sequence and an MHC pseudo amino acid sequence, predict their binding affinity value. This is MHC class I binding data. (1) The peptide sequence is MRYFIGQPL. The MHC is HLA-B15:42 with pseudo-sequence HLA-B15:42. The binding affinity (normalized) is 0.213. (2) The peptide sequence is ILAALFMYY. The MHC is HLA-A02:03 with pseudo-sequence HLA-A02:03. The binding affinity (normalized) is 0.0291. (3) The peptide sequence is MVNGVVKLL. The MHC is HLA-A68:02 with pseudo-sequence HLA-A68:02. The binding affinity (normalized) is 0.621. (4) The peptide sequence is NPDIVIYQY. The MHC is HLA-B15:01 with pseudo-sequence HLA-B15:01. The binding affinity (normalized) is 0.0656. (5) The peptide sequence is ICDDVLSKY. The binding affinity (normalized) is 0.270. The MHC is HLA-A69:01 with pseudo-sequence HLA-A69:01.